This data is from Reaction yield outcomes from USPTO patents with 853,638 reactions. The task is: Predict the reaction yield, written as a fraction of the theoretical maximum amount of product (1.0 means a 100% yield; for example, 0.34 means a 34% yield). (1) The reactants are [NH:1]1[CH2:11][CH2:10][CH:4](C(OCC)=O)[CH2:3][CH2:2]1.[C:12](O[C:12]([O:14][C:15]([CH3:18])([CH3:17])[CH3:16])=[O:13])([O:14][C:15]([CH3:18])([CH3:17])[CH3:16])=[O:13]. The catalyst is C1COCC1. The product is [C:12]([N:1]1[CH2:2][CH2:3][CH2:4][CH2:10][CH2:11]1)([O:14][C:15]([CH3:18])([CH3:17])[CH3:16])=[O:13]. The yield is 1.00. (2) The reactants are [ClH:1].C(OC([N:9]1[CH2:13][C@H:12]([O:14][CH2:15][C:16]2[CH:21]=[CH:20][CH:19]=[C:18]([O:22][C:23]([F:26])([F:25])[F:24])[CH:17]=2)[CH2:11][C@@H:10]1[C@H:27]1[O:31]C(C)(C)[N:29]([C:34](=[O:36])[CH3:35])[C@H:28]1[CH2:37][C:38]1[CH:43]=[C:42]([F:44])[CH:41]=[C:40]([F:45])[CH:39]=1)=O)(C)(C)C. The catalyst is O1CCOCC1. The product is [ClH:1].[F:45][C:40]1[CH:39]=[C:38]([CH:43]=[C:42]([F:44])[CH:41]=1)[CH2:37][C@H:28]([NH:29][C:34](=[O:36])[CH3:35])[C@H:27]([OH:31])[C@H:10]1[CH2:11][C@@H:12]([O:14][CH2:15][C:16]2[CH:21]=[CH:20][CH:19]=[C:18]([O:22][C:23]([F:26])([F:25])[F:24])[CH:17]=2)[CH2:13][NH:9]1. The yield is 1.00. (3) The reactants are [O:1]1[CH2:6][CH2:5][CH2:4][CH2:3][CH:2]1[O:7][C:8]1[CH:20]=[CH:19][C:11]([O:12]C2CCCCO2)=[CH:10][CH:9]=1.[O:21]1[CH:26]=[CH:25][CH2:24][CH2:23][CH2:22]1.C1(C)C=CC(S([O-])(=O)=O)=CC=1.[NH+]1C=CC=CC=1.C1(C=CC(O)=CC=1)O. The catalyst is C(Cl)Cl. The product is [C:8]1([CH:20]=[CH:19][C:11]([OH:12])=[CH:10][CH:9]=1)[OH:7].[O:1]1[CH2:6][CH2:5][CH2:4][CH2:3][CH2:2]1.[O:21]1[CH2:26][CH2:25][CH2:24][CH2:23][CH2:22]1. The yield is 0.750. (4) The reactants are Cl.[C:2](=[NH:7])([O:4][CH2:5][CH3:6])[CH3:3].C(N(CC)CC)C.[C:15](Cl)(=[O:22])[C:16]1[CH:21]=[CH:20][CH:19]=[CH:18][CH:17]=1. The catalyst is C1(C)C=CC=CC=1. The product is [CH2:5]([O:4][C:2](=[N:7][C:15](=[O:22])[C:16]1[CH:21]=[CH:20][CH:19]=[CH:18][CH:17]=1)[CH3:3])[CH3:6]. The yield is 0.820. (5) The reactants are [NH2:1][C:2]1[CH:18]=[CH:17][CH:16]=[C:15]([CH3:19])[C:3]=1[C:4]([NH:6][CH:7]1[CH2:12][CH2:11][C:10](=[O:13])[NH:9][C:8]1=[O:14])=[O:5].C1N=CN([C:25](N2C=NC=C2)=[O:26])C=1. The catalyst is CN(C1C=CN=CC=1)C.C(#N)C. The product is [OH:26][C:25]1[N:6]([CH:7]2[CH2:12][CH2:11][C:10](=[O:13])[NH:9][C:8]2=[O:14])[C:4](=[O:5])[C:3]2[C:2](=[CH:18][CH:17]=[CH:16][C:15]=2[CH3:19])[N:1]=1. The yield is 0.810. (6) The reactants are [NH:1]1[CH2:5][CH2:4][CH2:3][C@@H:2]1[CH2:6][O:7][C:8]1[CH:25]=[CH:24][C:11]([O:12][C:13]2[CH:18]=[CH:17][C:16]([C:19]3[O:23][CH:22]=[N:21][CH:20]=3)=[CH:15][CH:14]=2)=[CH:10][CH:9]=1.[CH3:26][O:27][C:28](=[O:33])[CH2:29][CH2:30][CH2:31]Br. The catalyst is ClCCl.C(N(CC)CC)C. The product is [CH3:26][O:27][C:28](=[O:33])[CH2:29][CH2:30][CH2:31][N:1]1[CH2:5][CH2:4][CH2:3][C@@H:2]1[CH2:6][O:7][C:8]1[CH:25]=[CH:24][C:11]([O:12][C:13]2[CH:18]=[CH:17][C:16]([C:19]3[O:23][CH:22]=[N:21][CH:20]=3)=[CH:15][CH:14]=2)=[CH:10][CH:9]=1. The yield is 0.550. (7) The reactants are [F:1][CH:2]([F:38])[O:3][C:4]1[CH:9]=[CH:8][C:7]([NH:10][C:11]2[N:16]=[CH:15][C:14](/[CH:17]=[CH:18]/[C:19]3[CH:20]=[C:21]4[C:26](=[CH:27][CH:28]=3)[N:25]([CH2:29][O:30][CH2:31][CH2:32][Si:33]([CH3:36])([CH3:35])[CH3:34])[C:24](=[O:37])[CH:23]=[CH:22]4)=[CH:13][N:12]=2)=[CH:6][CH:5]=1.[N+](=[CH2:41])=[N-]. The catalyst is C(OCC)C. The product is [F:38][CH:2]([F:1])[O:3][C:4]1[CH:9]=[CH:8][C:7]([NH:10][C:11]2[N:16]=[CH:15][C:14]([CH:17]3[CH2:41][CH:18]3[C:19]3[CH:20]=[C:21]4[C:26](=[CH:27][CH:28]=3)[N:25]([CH2:29][O:30][CH2:31][CH2:32][Si:33]([CH3:36])([CH3:35])[CH3:34])[C:24](=[O:37])[CH:23]=[CH:22]4)=[CH:13][N:12]=2)=[CH:6][CH:5]=1. The yield is 0.490.